From a dataset of Forward reaction prediction with 1.9M reactions from USPTO patents (1976-2016). Predict the product of the given reaction. (1) Given the reactants [CH3:1][O:2][C:3]1[CH:8]=[CH:7][C:6]([NH2:9])=[CH:5][CH:4]=1.[Cl-].[Cl:11][C:12]1[CH:17]=[CH:16][C:15]([N+]#N)=[CH:14][CH:13]=1, predict the reaction product. The product is: [Cl:11][C:12]1[CH:17]=[CH:16][C:15]([C:7]2[C:6]([NH2:9])=[CH:5][CH:4]=[C:3]([O:2][CH3:1])[CH:8]=2)=[CH:14][CH:13]=1.[Cl:11][C:12]1[CH:17]=[CH:16][C:15]([C:8]2[C:3]([O:2][CH3:1])=[CH:4][CH:5]=[C:6]([NH2:9])[CH:7]=2)=[CH:14][CH:13]=1. (2) Given the reactants [NH2:1][C:2]1[CH:10]=[C:9]([C:11]([F:14])([F:13])[F:12])[CH:8]=[CH:7][C:3]=1[C:4]([OH:6])=[O:5].[C:15](O)(=O)[CH3:16].[C:19](O[BH-](OC(=O)C)OC(=O)C)(=O)C.[Na+], predict the reaction product. The product is: [CH2:19]([NH:1][C:2]1[CH:10]=[C:9]([C:11]([F:12])([F:13])[F:14])[CH:8]=[CH:7][C:3]=1[C:4]([OH:6])=[O:5])[CH2:15][CH3:16]. (3) Given the reactants [F:1][C:2]([F:11])([F:10])[C:3]1[CH:4]=[C:5]([CH:7]=[CH:8][CH:9]=1)[NH2:6].[C:12]1([CH3:21])[CH:17]=[CH:16][CH:15]=[C:14]([C:18](O)=[O:19])[CH:13]=1.C1C=CC2N(O)N=NC=2C=1.CCN=C=NCCCN(C)C.Cl.CCN(C(C)C)C(C)C, predict the reaction product. The product is: [CH3:21][C:12]1[CH:13]=[C:14]([CH:15]=[CH:16][CH:17]=1)[C:18]([NH:6][C:5]1[CH:7]=[CH:8][CH:9]=[C:3]([C:2]([F:10])([F:11])[F:1])[CH:4]=1)=[O:19]. (4) Given the reactants [CH2:1]([O:3][C:4]([C:6]1[CH:7]=[N:8][C:9]2[C:14]([C:15]=1Cl)=[CH:13][C:12]([Cl:17])=[CH:11][C:10]=2[O:18][CH3:19])=[O:5])[CH3:2].[F:20][CH2:21][CH2:22][CH2:23][CH2:24][NH2:25], predict the reaction product. The product is: [CH2:1]([O:3][C:4]([C:6]1[CH:7]=[N:8][C:9]2[C:14]([C:15]=1[NH:25][CH2:24][CH2:23][CH2:22][CH2:21][F:20])=[CH:13][C:12]([Cl:17])=[CH:11][C:10]=2[O:18][CH3:19])=[O:5])[CH3:2]. (5) The product is: [F:35][C:34]([F:37])([F:36])[C:32]1[CH:31]=[C:5]([CH:4]=[C:3]([C:2]([F:1])([F:38])[F:39])[CH:33]=1)[CH2:6][N:7]1[CH2:14][CH2:13][CH2:12][NH:11][C:10]2[N:15]=[C:16]([N:51]3[CH2:52][CH2:53][CH:48]([NH:47][S:55]([CH3:54])(=[O:57])=[O:56])[CH2:49][CH2:50]3)[N:17]=[C:18]([C:19]3[CH:24]=[CH:23][CH:22]=[CH:21][C:20]=3[CH3:25])[C:9]=2[C:8]1=[O:30]. Given the reactants [F:1][C:2]([F:39])([F:38])[C:3]1[CH:4]=[C:5]([CH:31]=[C:32]([C:34]([F:37])([F:36])[F:35])[CH:33]=1)[CH2:6][N:7]1[CH2:14][CH2:13][CH2:12][NH:11][C:10]2[N:15]=[C:16](S(C)(=O)=O)[N:17]=[C:18]([C:19]3[CH:24]=[CH:23][CH:22]=[CH:21][C:20]=3[CH3:25])[C:9]=2[C:8]1=[O:30].C(OC([NH:47][CH:48]1[CH2:53][CH2:52][NH:51][CH2:50][CH2:49]1)=O)(C)(C)C.[CH3:54][S:55](Cl)(=[O:57])=[O:56], predict the reaction product. (6) Given the reactants C([O:8][C:9]1[C:10]([C:44]([O:46][CH3:47])=[O:45])=[N:11][C:12]([C:15]2[CH:20]=[CH:19][C:18]([O:21][CH3:22])=[C:17]([CH:23]3[C:36]4[C:35](=[O:37])[CH2:34][C:33]([CH3:39])([CH3:38])[CH2:32][C:31]=4[O:30][C:29]4[CH2:28][C:27]([CH3:41])([CH3:40])[CH2:26][C:25](=[O:42])[C:24]3=4)[C:16]=2[CH3:43])=[CH:13][CH:14]=1)C1C=CC=CC=1, predict the reaction product. The product is: [OH:8][C:9]1[C:10]([C:44]([O:46][CH3:47])=[O:45])=[N:11][C:12]([C:15]2[CH:20]=[CH:19][C:18]([O:21][CH3:22])=[C:17]([CH:23]3[C:24]4[C:25](=[O:42])[CH2:26][C:27]([CH3:40])([CH3:41])[CH2:28][C:29]=4[O:30][C:31]4[CH2:32][C:33]([CH3:39])([CH3:38])[CH2:34][C:35](=[O:37])[C:36]3=4)[C:16]=2[CH3:43])=[CH:13][CH:14]=1. (7) Given the reactants Br[C:2]1[N:6]([S:7]([C:10]2[CH:15]=[CH:14][CH:13]=[C:12]([Cl:16])[CH:11]=2)(=[O:9])=[O:8])[CH:5]=[C:4]([C:17]([O:19][CH3:20])=[O:18])[C:3]=1[CH3:21].[C:22]1(B(O)O)[CH:27]=[CH:26][CH:25]=[CH:24][CH:23]=1.C(=O)([O-])[O-].[Na+].[Na+], predict the reaction product. The product is: [Cl:16][C:12]1[CH:11]=[C:10]([S:7]([N:6]2[C:2]([C:22]3[CH:27]=[CH:26][CH:25]=[CH:24][CH:23]=3)=[C:3]([CH3:21])[C:4]([C:17]([O:19][CH3:20])=[O:18])=[CH:5]2)(=[O:9])=[O:8])[CH:15]=[CH:14][CH:13]=1. (8) Given the reactants [CH3:1][C:2]1[N:3]=[C:4]([N:8]2[CH2:13][CH2:12][O:11][CH2:10][CH2:9]2)[S:5][C:6]=1[CH3:7].[Cl:14]N1C(=O)CCC1=O, predict the reaction product. The product is: [Cl:14][CH2:1][C:2]1[N:3]=[C:4]([N:8]2[CH2:9][CH2:10][O:11][CH2:12][CH2:13]2)[S:5][C:6]=1[CH3:7]. (9) Given the reactants [CH3:1][C:2]1[CH:15]=[CH:14][C:5]([C:6]([C:8]2[CH:13]=[CH:12][CH:11]=[CH:10][CH:9]=2)=O)=[CH:4][CH:3]=1, predict the reaction product. The product is: [CH3:1][C:2]1[CH:15]=[CH:14][C:5]([C:6]([C:8]2[CH:13]=[CH:12][CH:11]=[CH:10][CH:9]=2)=[C:6]([C:5]2[CH:4]=[CH:3][C:2]([CH3:1])=[CH:15][CH:14]=2)[C:8]2[CH:9]=[CH:10][CH:11]=[CH:12][CH:13]=2)=[CH:4][CH:3]=1. (10) Given the reactants [F:1][C:2]1[CH:3]=[C:4]([CH:33]=[CH:34][CH:35]=1)[CH2:5][N:6]1[C:10]2=[N:11][CH:12]=[CH:13][CH:14]=[C:9]2[C:8]2[CH2:15][CH2:16][N:17]([C:19](=[O:32])[CH2:20][C:21]3[CH:30]=[CH:29][C:24]([C:25]([O:27]C)=[O:26])=[C:23]([OH:31])[CH:22]=3)[CH2:18][C:7]1=2.[OH-].[Na+].O, predict the reaction product. The product is: [F:1][C:2]1[CH:3]=[C:4]([CH:33]=[CH:34][CH:35]=1)[CH2:5][N:6]1[C:10]2=[N:11][CH:12]=[CH:13][CH:14]=[C:9]2[C:8]2[CH2:15][CH2:16][N:17]([C:19](=[O:32])[CH2:20][C:21]3[CH:30]=[CH:29][C:24]([C:25]([OH:27])=[O:26])=[C:23]([OH:31])[CH:22]=3)[CH2:18][C:7]1=2.